Task: Predict the reactants needed to synthesize the given product.. Dataset: Full USPTO retrosynthesis dataset with 1.9M reactions from patents (1976-2016) Given the product [C:49]([O:48][C:46](=[O:47])[CH2:45][CH2:44][CH2:43][CH2:42][CH2:41][CH2:40][N:39]1[C:38]2[C:33]([C:34](=[O:54])[NH:35][C:36](=[O:53])[N:37]=2)=[N:32][C:31]2[CH:55]=[C:56]([CH3:57])[C:28]([N:17]3[CH2:18][CH2:19][N:14]([C:11]4[CH:12]=[C:13]5[C:8]([C:7](=[O:21])[C:6]([C:22]([OH:24])=[O:23])=[CH:5][N:4]5[CH:1]5[CH2:2][CH2:3]5)=[CH:9][C:10]=4[F:20])[CH2:15][CH2:16]3)=[CH:29][C:30]1=2)([CH3:52])([CH3:51])[CH3:50], predict the reactants needed to synthesize it. The reactants are: [CH:1]1([N:4]2[C:13]3[C:8](=[CH:9][C:10]([F:20])=[C:11]([N:14]4[CH2:19][CH2:18][NH:17][CH2:16][CH2:15]4)[CH:12]=3)[C:7](=[O:21])[C:6]([C:22]([OH:24])=[O:23])=[CH:5]2)[CH2:3][CH2:2]1.[H-].[Na+].Cl[C:28]1[C:56]([CH3:57])=[CH:55][C:31]2[N:32]=[C:33]3[C:38]([N:39]([CH2:40][CH2:41][CH2:42][CH2:43][CH2:44][CH2:45][C:46]([O:48][C:49]([CH3:52])([CH3:51])[CH3:50])=[O:47])[C:30]=2[CH:29]=1)=[N:37][C:36](=[O:53])[NH:35][C:34]3=[O:54].C(N(C(C)C)CC)(C)C.Cl.